The task is: Predict the reaction yield, written as a fraction of the theoretical maximum amount of product (1.0 means a 100% yield; for example, 0.34 means a 34% yield).. This data is from Reaction yield outcomes from USPTO patents with 853,638 reactions. The reactants are [Br:1][C:2]1[CH:8]=[CH:7][C:5]([NH2:6])=[CH:4][C:3]=1[F:9].P(Cl)(Cl)Cl.[Cl:14][C:15]1[CH:23]=[C:19]([C:20](O)=[O:21])[C:18]([OH:24])=[CH:17][CH:16]=1.C(=O)([O-])O.[Na+]. The catalyst is C1(C)C=CC=CC=1. The product is [Br:1][C:2]1[CH:8]=[CH:7][C:5]([NH:6][C:20](=[O:21])[C:19]2[CH:23]=[C:15]([Cl:14])[CH:16]=[CH:17][C:18]=2[OH:24])=[CH:4][C:3]=1[F:9]. The yield is 0.900.